From a dataset of Full USPTO retrosynthesis dataset with 1.9M reactions from patents (1976-2016). Predict the reactants needed to synthesize the given product. (1) Given the product [N:1]1[CH:6]=[C:5]([C:7]2([C:8]#[N:9])[CH2:12][CH2:11]2)[CH:4]=[N:3][CH:2]=1, predict the reactants needed to synthesize it. The reactants are: [N:1]1[CH:6]=[C:5]([CH2:7][C:8]#[N:9])[CH:4]=[N:3][CH:2]=1.Br[CH:11](Br)[CH3:12].[OH-].[Na+]. (2) Given the product [CH2:1]([O:3][P:4]([CH2:9][C:10]1[CH:15]=[CH:14][C:13]([NH:16][C:17]2[N:22]=[C:21]([NH:30][C:31]3[CH:32]=[CH:33][C:34]([O:42][CH:43]([CH3:44])[CH3:45])=[C:35]4[C:39]=3[C:38](=[O:40])[N:37]([CH3:41])[CH2:36]4)[C:20]([C:24]([F:27])([F:26])[F:25])=[CH:19][N:18]=2)=[C:12]([O:28][CH3:29])[CH:11]=1)(=[O:8])[O:5][CH2:6][CH3:7])[CH3:2], predict the reactants needed to synthesize it. The reactants are: [CH2:1]([O:3][P:4]([CH2:9][C:10]1[CH:15]=[CH:14][C:13]([NH:16][C:17]2[N:22]=[C:21](Cl)[C:20]([C:24]([F:27])([F:26])[F:25])=[CH:19][N:18]=2)=[C:12]([O:28][CH3:29])[CH:11]=1)(=[O:8])[O:5][CH2:6][CH3:7])[CH3:2].[NH2:30][C:31]1[CH:32]=[CH:33][C:34]([O:42][CH:43]([CH3:45])[CH3:44])=[C:35]2[C:39]=1[C:38](=[O:40])[N:37]([CH3:41])[CH2:36]2. (3) The reactants are: [CH3:1][O:2][C:3](=[O:15])[C:4]1[CH:9]=[CH:8][C:7](F)=[CH:6][C:5]=1[C:11]([F:14])([F:13])[F:12].Cl.[CH3:17][NH:18][CH3:19].C(=O)([O-])[O-].[K+].[K+]. Given the product [CH3:1][O:2][C:3](=[O:15])[C:4]1[CH:9]=[CH:8][C:7]([N:18]([CH3:19])[CH3:17])=[CH:6][C:5]=1[C:11]([F:14])([F:13])[F:12], predict the reactants needed to synthesize it.